From a dataset of Full USPTO retrosynthesis dataset with 1.9M reactions from patents (1976-2016). Predict the reactants needed to synthesize the given product. (1) Given the product [CH3:1][S:2]([CH2:5][C:6]([NH:14][C:15]([C:17]1[CH:22]=[C:21]([O:23][CH2:24][C:25]([F:28])([F:27])[F:26])[C:20]([CH:31]2[CH2:33][CH2:32]2)=[CH:19][N:18]=1)=[O:16])([CH3:13])[C:7]1[N:11]=[C:10]([CH3:12])[O:9][N:8]=1)(=[O:4])=[O:3], predict the reactants needed to synthesize it. The reactants are: [CH3:1][S:2]([CH2:5][C:6]([NH:14][C:15]([C:17]1[CH:22]=[C:21]([O:23][CH2:24][C:25]([F:28])([F:27])[F:26])[C:20](Br)=[CH:19][N:18]=1)=[O:16])([CH3:13])[C:7]1[N:11]=[C:10]([CH3:12])[O:9][N:8]=1)(=[O:4])=[O:3].[Br-].[CH:31]1([Zn+])[CH2:33][CH2:32]1. (2) Given the product [CH2:1]([O:8][CH2:9][C@H:10]([CH:13]([CH3:15])[CH3:14])[CH2:11][Br:23])[C:2]1[CH:7]=[CH:6][CH:5]=[CH:4][CH:3]=1, predict the reactants needed to synthesize it. The reactants are: [CH2:1]([O:8][CH2:9][C@H:10]([CH:13]([CH3:15])[CH3:14])[CH2:11]O)[C:2]1[CH:7]=[CH:6][CH:5]=[CH:4][CH:3]=1.CN(C)C=O.P(Br)(Br)([Br:23])=O.O. (3) Given the product [F:24][C:21]1[CH:22]=[CH:23][C:18](/[CH:17]=[CH:16]/[CH2:15][CH2:14][CH:4]([N:5]2[CH:9]=[N:8][CH:7]=[N:6]2)[C:3](=[O:10])[C:2]([CH3:12])([CH3:11])[CH3:1])=[CH:19][CH:20]=1, predict the reactants needed to synthesize it. The reactants are: [CH3:1][C:2]([CH3:12])([CH3:11])[C:3](=[O:10])[CH2:4][N:5]1[CH:9]=[N:8][CH:7]=[N:6]1.Br[CH2:14][CH2:15]/[CH:16]=[CH:17]/[C:18]1[CH:23]=[CH:22][C:21]([F:24])=[CH:20][CH:19]=1.[OH-].[K+]. (4) The reactants are: C(OC([NH:8][C:9]1[O:17][C:16]2[C:11](=[N:12][CH:13]=[C:14]([CH:18]3[CH2:23][CH2:22][N:21]([CH3:24])[CH2:20][CH2:19]3)[CH:15]=2)[C:10]=1[C:25]([NH:27][C:28]1[CH:29]=[N:30][CH:31]=[CH:32][C:33]=1[N:34]1[CH2:39][C@H:38]([C:40]([F:43])([F:42])[F:41])[CH2:37][C@H:36]([NH:44]C(=O)OC(C)(C)C)[CH2:35]1)=[O:26])=O)(C)(C)C.C(O)(C(F)(F)F)=O. Given the product [NH2:8][C:9]1[O:17][C:16]2[C:11](=[N:12][CH:13]=[C:14]([CH:18]3[CH2:23][CH2:22][N:21]([CH3:24])[CH2:20][CH2:19]3)[CH:15]=2)[C:10]=1[C:25]([NH:27][C:28]1[CH:29]=[N:30][CH:31]=[CH:32][C:33]=1[N:34]1[CH2:39][C@H:38]([C:40]([F:42])([F:43])[F:41])[CH2:37][C@H:36]([NH2:44])[CH2:35]1)=[O:26], predict the reactants needed to synthesize it. (5) Given the product [CH3:7][N:6]([CH3:8])/[CH:5]=[N:4]/[C:1](=[S:3])[NH:2][C:9]([C:10]1[CH:15]=[CH:14][CH:13]=[CH:12][CH:11]=1)([C:22]1[CH:23]=[CH:24][CH:25]=[CH:26][CH:27]=1)[C:16]1[CH:17]=[CH:18][CH:19]=[CH:20][CH:21]=1, predict the reactants needed to synthesize it. The reactants are: [C:1](/[N:4]=[CH:5]/[N:6]([CH3:8])[CH3:7])(=[S:3])[NH2:2].[C:9](Cl)([C:22]1[CH:27]=[CH:26][CH:25]=[CH:24][CH:23]=1)([C:16]1[CH:21]=[CH:20][CH:19]=[CH:18][CH:17]=1)[C:10]1[CH:15]=[CH:14][CH:13]=[CH:12][CH:11]=1.